Dataset: Full USPTO retrosynthesis dataset with 1.9M reactions from patents (1976-2016). Task: Predict the reactants needed to synthesize the given product. (1) Given the product [CH2:1]([O:8][C:9]1[CH:16]=[CH:15][C:12]([CH:13]=[O:14])=[C:11]([NH:17][CH2:20][CH:21]([OH:23])[CH3:22])[CH:10]=1)[C:2]1[CH:7]=[CH:6][CH:5]=[CH:4][CH:3]=1, predict the reactants needed to synthesize it. The reactants are: [CH2:1]([O:8][C:9]1[CH:16]=[CH:15][C:12]([CH:13]=[O:14])=[C:11]([N:17]([CH2:20][CH:21]([OH:23])[CH3:22])C=O)[CH:10]=1)[C:2]1[CH:7]=[CH:6][CH:5]=[CH:4][CH:3]=1.[OH-].[Na+]. (2) Given the product [CH3:3][O:4][C:5]1[N:10]=[CH:9][C:8]([N:11]2[CH2:26][CH2:25][C:14]3[N:15]=[CH:16][N:17]=[C:18]([O:19][C@H:20]4[CH2:24][CH2:23][N:22]([C:32]5[N:37]=[CH:36][CH:35]=[CH:34][N:33]=5)[CH2:21]4)[C:13]=3[CH2:12]2)=[CH:7][C:6]=1[C:27]([F:30])([F:28])[F:29], predict the reactants needed to synthesize it. The reactants are: Cl.Cl.[CH3:3][O:4][C:5]1[N:10]=[CH:9][C:8]([N:11]2[CH2:26][CH2:25][C:14]3[N:15]=[CH:16][N:17]=[C:18]([O:19][C@H:20]4[CH2:24][CH2:23][NH:22][CH2:21]4)[C:13]=3[CH2:12]2)=[CH:7][C:6]=1[C:27]([F:30])([F:29])[F:28].Br[C:32]1[N:37]=[CH:36][CH:35]=[CH:34][N:33]=1.C(N(CC)C(C)C)(C)C. (3) Given the product [Cl:12][C:13]1[N:21]=[C:20]([N:1]2[CH2:2][CH2:3][CH:4]([C:5]([O:7][CH2:8][CH3:9])=[O:6])[CH2:10][CH2:11]2)[C:19]([F:23])=[CH:18][C:14]=1[C:15]([OH:17])=[O:16], predict the reactants needed to synthesize it. The reactants are: [NH:1]1[CH2:11][CH2:10][CH:4]([C:5]([O:7][CH2:8][CH3:9])=[O:6])[CH2:3][CH2:2]1.[Cl:12][C:13]1[N:21]=[C:20](Cl)[C:19]([F:23])=[CH:18][C:14]=1[C:15]([OH:17])=[O:16]. (4) The reactants are: C[CH2:2][O-:3].[Na+].C(OCC)=O.[C:10]1([C:16]([CH2:18][C:19]2[CH:24]=[CH:23][CH:22]=[CH:21][CH:20]=2)=[O:17])[CH:15]=[CH:14][CH:13]=[CH:12][CH:11]=1. Given the product [OH:17]/[C:16](/[C:10]1[CH:11]=[CH:12][CH:13]=[CH:14][CH:15]=1)=[C:18](/[C:19]1[CH:20]=[CH:21][CH:22]=[CH:23][CH:24]=1)\[CH:2]=[O:3], predict the reactants needed to synthesize it. (5) Given the product [C:52]([O:65][CH2:3][CH:2]([CH2:1][OH:20])[OH:36])(=[O:64])[CH2:53][CH2:54][CH2:55][CH2:56][CH2:57][CH2:58][CH2:59][CH2:60][C:61]([O:63][CH2:27][CH:26]([CH2:25][OH:24])[OH:29])=[O:62].[CH2:34]([C:35]([OH:37])=[O:36])/[C:33](/[C:38]([OH:40])=[O:39])=[CH:32]\[C:41]([OH:43])=[O:42].[C:38]([O-:40])(=[O:39])[C:33]([CH2:34][C:35]([O-:37])=[O:36])=[CH2:32].[C:1]([O-:20])(=[O:19])[CH2:2][CH2:3][CH2:4][CH2:5][CH2:6][CH2:7][CH2:8][CH2:9][CH2:10][CH2:11][CH2:12][CH2:13][CH2:14][CH2:15][CH:16]([CH3:17])[CH3:18], predict the reactants needed to synthesize it. The reactants are: [C:1]([OH:20])(=[O:19])[CH2:2][CH2:3][CH2:4][CH2:5][CH2:6][CH2:7][CH2:8][CH2:9][CH2:10][CH2:11][CH2:12][CH2:13][CH2:14][CH2:15][CH:16]([CH3:18])[CH3:17].[CH2:25]([OH:24])[CH:26]([OH:29])[CH2:27][O:24][CH2:25][CH:26]([OH:29])[CH2:27]O.[CH2:32]([C:41]([OH:43])=[O:42])/[C:33](/[C:38]([OH:40])=[O:39])=[CH:34]\[C:35]([OH:37])=[O:36].C1(=O)OC(=O)CC1=C.[C:52]([OH:65])(=[O:64])[CH2:53][CH2:54][CH2:55][CH2:56][CH2:57][CH2:58][CH2:59][CH2:60][C:61]([OH:63])=[O:62]. (6) Given the product [C:17]([O:16][CH:6]([CH2:7][CH2:8][CH2:9][CH2:10][CH2:11][CH2:12][CH2:13][CH2:14][CH3:15])[CH:4]([N+:1]([O-:3])=[O:2])[CH3:5])(=[O:19])[CH3:18], predict the reactants needed to synthesize it. The reactants are: [N+:1]([CH:4]([CH:6]([OH:16])[CH2:7][CH2:8][CH2:9][CH2:10][CH2:11][CH2:12][CH2:13][CH2:14][CH3:15])[CH3:5])([O-:3])=[O:2].[C:17](OC(=O)C)(=[O:19])[CH3:18]. (7) Given the product [Cl:2][C:3]1[CH:4]=[CH:5][C:6]([N:9]2[CH:13]=[C:12]([C@@H:14]([NH2:16])[CH3:15])[N:11]=[N:10]2)=[CH:7][CH:8]=1, predict the reactants needed to synthesize it. The reactants are: Cl.[Cl:2][C:3]1[CH:8]=[CH:7][C:6]([N:9]2[CH:13]=[C:12]([C@@H:14]([NH:16]C(=O)OC(C)(C)C)[CH3:15])[N:11]=[N:10]2)=[CH:5][CH:4]=1.